From a dataset of Catalyst prediction with 721,799 reactions and 888 catalyst types from USPTO. Predict which catalyst facilitates the given reaction. (1) Reactant: [CH3:1][C:2]1[CH:7]=[CH:6][C:5]([C:8]2[CH:13]=[C:12]([C:14](=[O:24])[NH:15][CH2:16][C:17]3[CH:18]=[N:19][C:20]([CH3:23])=[N:21][CH:22]=3)[CH:11]=[C:10]([C:25](O)=[O:26])[CH:9]=2)=[CH:4][CH:3]=1.Cl.CN(C)[CH2:31][CH2:32][CH2:33][N:34]=[C:35]=NCC.O.ON1C2C=CC=CC=2N=N1.N1CCCC1.C(N(CC)C(C)C)(C)C. Product: [CH3:1][C:2]1[CH:7]=[CH:6][C:5]([C:8]2[CH:9]=[C:10]([C:25]([N:34]3[CH2:35][CH2:31][CH2:32][CH2:33]3)=[O:26])[CH:11]=[C:12]([C:14]([NH:15][CH2:16][C:17]3[CH:18]=[N:19][C:20]([CH3:23])=[N:21][CH:22]=3)=[O:24])[CH:13]=2)=[CH:4][CH:3]=1. The catalyst class is: 2. (2) Reactant: [Si](C=[N+]=[N-])(C)(C)[CH3:2].[F:8][C:9]([F:28])([F:27])[C:10]1[CH:11]=[C:12]([CH:20]([C:22]2[NH:26][N:25]=[N:24][N:23]=2)[OH:21])[CH:13]=[C:14]([C:16]([F:19])([F:18])[F:17])[CH:15]=1. Product: [F:28][C:9]([F:8])([F:27])[C:10]1[CH:11]=[C:12]([CH:20]([C:22]2[N:23]=[N:24][N:25]([CH3:2])[N:26]=2)[OH:21])[CH:13]=[C:14]([C:16]([F:17])([F:18])[F:19])[CH:15]=1. The catalyst class is: 36. (3) Reactant: [Br:1][C:2]1[CH:7]=[C:6]([F:8])[CH:5]=[C:4]([N+:9]([O-:11])=[O:10])[C:3]=1[OH:12].[C:13](=O)([O-])[O-].[K+].[K+].IC. Product: [Br:1][C:2]1[CH:7]=[C:6]([F:8])[CH:5]=[C:4]([N+:9]([O-:11])=[O:10])[C:3]=1[O:12][CH3:13]. The catalyst class is: 21. (4) Reactant: [C:1]([O:4][CH2:5][CH2:6][OH:7])(=O)[CH3:2].[H-].[Na+].[Br:10][C:11]1[CH:16]=[CH:15]C(F)=C[C:12]=1[C:18]([F:21])([F:20])[F:19]. Product: [Br:10][C:11]1[CH:16]=[CH:15][C:1]([O:4][CH2:5][CH2:6][OH:7])=[CH:2][C:12]=1[C:18]([F:21])([F:20])[F:19]. The catalyst class is: 3. (5) Reactant: CC1C=CC(S(O[CH2:12][CH2:13][N:14]2[CH:18]3[N:19]=[C:20]4[C:25]([N:17]3[N:16]([CH3:32])[C:15]2=[O:33])=[C:24]([C:26]2[O:27][CH:28]=[CH:29][CH:30]=2)[N:23]=[CH:22][N:21]4[NH2:31])(=O)=O)=CC=1.[CH3:34][O:35][CH2:36][CH2:37][O:38][C:39]1[CH:44]=[CH:43][C:42]([N:45]2[CH2:50][CH2:49][NH:48][CH2:47][CH2:46]2)=[CH:41][CH:40]=1.CCN(C(C)C)C(C)C.O. Product: [NH2:31][N:21]1[C:20]2[C:25]([N:17]3[N:16]([CH3:32])[C:15](=[O:33])[N:14]([CH2:13][CH2:12][N:48]4[CH2:49][CH2:50][N:45]([C:42]5[CH:41]=[CH:40][C:39]([O:38][CH2:37][CH2:36][O:35][CH3:34])=[CH:44][CH:43]=5)[CH2:46][CH2:47]4)[CH:18]3[N:19]=2)=[C:24]([C:26]2[O:27][CH:28]=[CH:29][CH:30]=2)[N:23]=[CH:22]1. The catalyst class is: 3. (6) Product: [CH3:1][O:2][C:3]([C:5]1[CH:6]=[CH:7][C:8]([C:9]([NH:11][CH2:12][C:13]2[CH:21]=[CH:20][C:16]([C:17]([NH:40][NH:39][C:41]([O:43][C:44]([CH3:47])([CH3:46])[CH3:45])=[O:42])=[O:19])=[CH:15][CH:14]=2)=[O:10])=[CH:22][CH:23]=1)=[O:4]. Reactant: [CH3:1][O:2][C:3]([C:5]1[CH:23]=[CH:22][C:8]([C:9]([NH:11][CH2:12][C:13]2[CH:21]=[CH:20][C:16]([C:17]([OH:19])=O)=[CH:15][CH:14]=2)=[O:10])=[CH:7][CH:6]=1)=[O:4].CN1CCOCC1.ClC(OCC(C)C)=O.[NH:39]([C:41]([O:43][C:44]([CH3:47])([CH3:46])[CH3:45])=[O:42])[NH2:40]. The catalyst class is: 1. (7) Reactant: [Cl:1][C:2]1[CH:7]=[CH:6][C:5]([CH2:8][C:9]([NH:11][C:12]2[CH:13]=[N:14][CH:15]=[C:16]([C:18]([C:20]3[C:28]4[CH:27]=[N:26][CH:25]=[N:24][C:23]=4[NH:22][CH:21]=3)=[O:19])[CH:17]=2)=[O:10])=[CH:4][CH:3]=1.C([O-])([O-])=O.[Cs+].[Cs+].Br[CH2:36][C:37]([O:39][CH3:40])=[O:38]. Product: [Cl:1][C:2]1[CH:7]=[CH:6][C:5]([CH2:8][C:9]([NH:11][C:12]2[CH:17]=[C:16]([C:18]([C:20]3[C:28]4[CH:27]=[N:26][CH:25]=[N:24][C:23]=4[N:22]([CH2:36][C:37]([O:39][CH3:40])=[O:38])[CH:21]=3)=[O:19])[CH:15]=[N:14][CH:13]=2)=[O:10])=[CH:4][CH:3]=1. The catalyst class is: 3. (8) Reactant: [Cl:1][C:2]1[CH:7]=[CH:6][C:5]([NH:8][C:9](=[O:28])[NH:10][C:11]2[CH:27]=[CH:26][C:14]([O:15][C:16]3[CH:21]=[CH:20][N:19]=[C:18]([C:22]([NH:24][CH3:25])=[O:23])[CH:17]=3)=[CH:13][CH:12]=2)=[CH:4][C:3]=1[C:29]([F:32])([F:31])[F:30].[C:33]1([CH3:43])[CH:38]=[CH:37][C:36]([S:39]([OH:42])(=[O:41])=[O:40])=[CH:35][CH:34]=1. Product: [S:39]([C:36]1[CH:37]=[CH:38][C:33]([CH3:43])=[CH:34][CH:35]=1)([OH:42])(=[O:41])=[O:40].[Cl:1][C:2]1[CH:7]=[CH:6][C:5]([NH:8][C:9](=[O:28])[NH:10][C:11]2[CH:27]=[CH:26][C:14]([O:15][C:16]3[CH:21]=[CH:20][N:19]=[C:18]([C:22]([NH:24][CH3:25])=[O:23])[CH:17]=3)=[CH:13][CH:12]=2)=[CH:4][C:3]=1[C:29]([F:32])([F:30])[F:31]. The catalyst class is: 21. (9) Reactant: COC1C=CC(P2(SP(C3C=CC(OC)=CC=3)(=S)S2)=[S:10])=CC=1.[Cl:23][C:24]1[CH:25]=[C:26]([N:30]2[CH2:35][CH2:34][N:33]([C:36]([C:38]3[N:39]([C:44]4[CH:49]=[CH:48][CH:47]=[CH:46][CH:45]=4)[N:40]=[C:41]([CH3:43])[CH:42]=3)=O)[CH2:32][CH2:31]2)[CH:27]=[CH:28][CH:29]=1.C(OCC)(=O)C. Product: [Cl:23][C:24]1[CH:25]=[C:26]([N:30]2[CH2:35][CH2:34][N:33]([C:36]([C:38]3[N:39]([C:44]4[CH:49]=[CH:48][CH:47]=[CH:46][CH:45]=4)[N:40]=[C:41]([CH3:43])[CH:42]=3)=[S:10])[CH2:32][CH2:31]2)[CH:27]=[CH:28][CH:29]=1. The catalyst class is: 11. (10) Reactant: N1(C2CCCCCCCCCC2)CCCN=CCCCCC1.[CH3:23][C@@H:24]1[CH2:46][C:45]2[C:47](=[O:48])[C:40](=[CH:41][C:42]([C:44]=2[O:49][CH3:50])=[O:43])[NH:39][C:37](=[O:38])[C:36]([CH3:51])=[CH:35][CH:34]=[CH:33][C@H:32]([O:52][CH3:53])[C@@H:31]([O:54][C:55]([NH2:57])=[O:56])[C:30]([CH3:58])=[CH:29][C@H:28]([CH3:59])[C@@H:27]([OH:60])[C@@H:26]([O:61][CH3:62])[CH2:25]1.[CH3:63][O:64][C:65](=[O:73])[C@H:66]([CH2:71][SH:72])[NH:67][C:68](=[O:70])[CH3:69]. Product: [CH3:63][O:64][C:65](=[O:73])[C@@H:66]([NH:67][C:68](=[O:70])[CH3:69])[CH2:71][S:72][C:41]1[C:42](=[O:43])[C:44]([O:49][CH3:50])=[C:45]2[C:47](=[O:48])[C:40]=1[NH:39][C:37](=[O:38])[C:36]([CH3:51])=[CH:35][CH:34]=[CH:33][C@H:32]([O:52][CH3:53])[C@@H:31]([O:54][C:55](=[O:56])[NH2:57])[C:30]([CH3:58])=[CH:29][C@H:28]([CH3:59])[C@@H:27]([OH:60])[C@@H:26]([O:61][CH3:62])[CH2:25][C@H:24]([CH3:23])[CH2:46]2. The catalyst class is: 1.